The task is: Regression/Classification. Given a drug SMILES string, predict its absorption, distribution, metabolism, or excretion properties. Task type varies by dataset: regression for continuous measurements (e.g., permeability, clearance, half-life) or binary classification for categorical outcomes (e.g., BBB penetration, CYP inhibition). Dataset: cyp2c9_veith.. This data is from CYP2C9 inhibition data for predicting drug metabolism from PubChem BioAssay. (1) The molecule is COCCn1c(=O)c(-c2cccs2)nc2cnc(N3CCN(C)CC3)nc21. The result is 0 (non-inhibitor). (2) The drug is Cc1ccccc1[C@@H](OCCN(C)C)c1ccccc1. The result is 0 (non-inhibitor). (3) The molecule is CN(C)Cc1ccccc1-c1nc(N2CCOCC2)c2ccccc2n1. The result is 0 (non-inhibitor). (4) The compound is COc1ccccc1CNc1ncncc1-c1cccc(C#N)c1. The result is 0 (non-inhibitor). (5) The drug is CCCCN(C)CCCNC(=O)CCn1nc(-c2ccccc2)ccc1=O. The result is 0 (non-inhibitor).